This data is from Forward reaction prediction with 1.9M reactions from USPTO patents (1976-2016). The task is: Predict the product of the given reaction. (1) Given the reactants [N+:1]([C:4]1[CH:5]=[N:6][CH:7]=[CH:8][C:9]=1[C:10]1[CH2:15][CH2:14][CH2:13][CH:12]([N:16]2[C:24](=[O:25])[C:23]3[C:18](=[CH:19][CH:20]=[CH:21][CH:22]=3)[C:17]2=[O:26])[CH:11]=1)([O-])=O, predict the reaction product. The product is: [NH2:1][C:4]1[CH:5]=[N:6][CH:7]=[CH:8][C:9]=1[C:10]1[CH2:15][CH2:14][CH2:13][CH:12]([N:16]2[C:17](=[O:26])[C:18]3[C:23](=[CH:22][CH:21]=[CH:20][CH:19]=3)[C:24]2=[O:25])[CH:11]=1. (2) Given the reactants C1C2C(COC([N:18]3[CH2:23][C@@H:22]([NH:24][CH2:25][CH:26]([CH3:28])[CH3:27])[CH2:21][C@@H:20]([C:29](=[O:49])[N:30]([CH:46]4[CH2:48][CH2:47]4)[CH2:31][C:32]4[C:40]5[C:35](=[CH:36][CH:37]=[CH:38][CH:39]=5)[N:34]([CH2:41][CH2:42][CH2:43][O:44][CH3:45])[CH:33]=4)[CH2:19]3)=O)C3C(=CC=CC=3)C=2C=CC=1.[C:50](Cl)(=[O:55])[C:51]([CH3:54])([CH3:53])[CH3:52], predict the reaction product. The product is: [CH:46]1([N:30]([CH2:31][C:32]2[C:40]3[C:35](=[CH:36][CH:37]=[CH:38][CH:39]=3)[N:34]([CH2:41][CH2:42][CH2:43][O:44][CH3:45])[CH:33]=2)[C:29]([C@@H:20]2[CH2:21][C@H:22]([N:24]([C:50](=[O:55])[C:51]([CH3:54])([CH3:53])[CH3:52])[CH2:25][CH:26]([CH3:27])[CH3:28])[CH2:23][NH:18][CH2:19]2)=[O:49])[CH2:48][CH2:47]1. (3) Given the reactants [NH2:1][C:2]1[CH:6]=[C:5]([CH2:7][CH2:8]O)[NH:4][N:3]=1.P(Br)(Br)[Br:11], predict the reaction product. The product is: [Br:11][CH2:8][CH2:7][C:5]1[NH:4][N:3]=[C:2]([NH2:1])[CH:6]=1. (4) Given the reactants FC(F)(F)S(O)(=O)=O.COC1C=CC(C[N:16]([C:35]2[CH:36]=[N:37][C:38]3[C:43]([CH:44]=2)=[CH:42][CH:41]=[C:40]([O:45]CC2C=CC=CC=2)[CH:39]=3)[C:17](=[O:34])[C:18]2[CH:23]=[CH:22][C:21]([O:24][CH3:25])=[C:20]([C:26]3[CH:31]=[CH:30][CH:29]=[C:28]([O:32][CH3:33])[CH:27]=3)[CH:19]=2)=CC=1.C(O)(C(F)(F)F)=O, predict the reaction product. The product is: [OH:45][C:40]1[CH:39]=[C:38]2[C:43]([CH:44]=[C:35]([NH:16][C:17](=[O:34])[C:18]3[CH:23]=[CH:22][C:21]([O:24][CH3:25])=[C:20]([C:26]4[CH:31]=[CH:30][CH:29]=[C:28]([O:32][CH3:33])[CH:27]=4)[CH:19]=3)[CH:36]=[N:37]2)=[CH:42][CH:41]=1. (5) Given the reactants [CH2:1]([NH:3][C:4]([NH:6][C:7]1[CH:12]=[CH:11][C:10]([C:13]2[N:14]=[C:15]([N:23]3[CH2:28][CH2:27][CH:26]([O:29][CH3:30])[CH2:25][CH2:24]3)[C:16]3[CH2:22][CH2:21][NH:20][CH2:19][C:17]=3[N:18]=2)=[CH:9][CH:8]=1)=[O:5])[CH3:2].Cl[C:32]1[N:37]=[CH:36][CH:35]=[CH:34][N:33]=1, predict the reaction product. The product is: [CH2:1]([NH:3][C:4]([NH:6][C:7]1[CH:8]=[CH:9][C:10]([C:13]2[N:14]=[C:15]([N:23]3[CH2:28][CH2:27][CH:26]([O:29][CH3:30])[CH2:25][CH2:24]3)[C:16]3[CH2:22][CH2:21][N:20]([C:32]4[N:37]=[CH:36][CH:35]=[CH:34][N:33]=4)[CH2:19][C:17]=3[N:18]=2)=[CH:11][CH:12]=1)=[O:5])[CH3:2]. (6) Given the reactants [CH2:1]([N:3]1[C:9](=[O:10])[C:8]([CH3:12])([CH3:11])[C:7](=[O:13])[N:6]([CH3:14])[C:5]2[CH:15]=[C:16]([OH:19])[CH:17]=[CH:18][C:4]1=2)[CH3:2].C(=O)([O-])[O-].[K+].[K+].Br[CH2:27][CH2:28][CH2:29][Cl:30], predict the reaction product. The product is: [Cl:30][CH2:29][CH2:28][CH2:27][O:19][C:16]1[CH:17]=[CH:18][C:4]2[N:3]([CH2:1][CH3:2])[C:9](=[O:10])[C:8]([CH3:12])([CH3:11])[C:7](=[O:13])[N:6]([CH3:14])[C:5]=2[CH:15]=1. (7) Given the reactants [NH2:1][C@H:2]([CH3:18])[CH2:3][N:4]1[CH:8]=[CH:7][C:6]([C:9]2[CH:16]=[CH:15][C:12]([C:13]#[N:14])=[C:11]([Cl:17])[CH:10]=2)=[N:5]1.[Br:19][C:20]1[S:21][CH:22]=[C:23]([C:25](O)=[O:26])[N:24]=1, predict the reaction product. The product is: [Br:19][C:20]1[S:21][CH:22]=[C:23]([C:25]([NH:1][C@H:2]([CH3:18])[CH2:3][N:4]2[CH:8]=[CH:7][C:6]([C:9]3[CH:16]=[CH:15][C:12]([C:13]#[N:14])=[C:11]([Cl:17])[CH:10]=3)=[N:5]2)=[O:26])[N:24]=1. (8) Given the reactants [F:1][C:2]1[CH:7]=[CH:6][C:5]([S:8](Cl)(=[O:10])=[O:9])=[CH:4][CH:3]=1.[CH3:12][O:13][C:14]1[CH:32]=[C:31]([O:33][CH3:34])[CH:30]=[CH:29][C:15]=1[CH2:16][NH:17][CH2:18][C:19]1[CH:24]=[CH:23][C:22]([O:25][CH3:26])=[CH:21][C:20]=1[O:27][CH3:28].C(N(CC)CC)C, predict the reaction product. The product is: [CH3:28][O:27][C:20]1[CH:21]=[C:22]([O:25][CH3:26])[CH:23]=[CH:24][C:19]=1[CH2:18][N:17]([CH2:16][C:15]1[CH:29]=[CH:30][C:31]([O:33][CH3:34])=[CH:32][C:14]=1[O:13][CH3:12])[S:8]([C:5]1[CH:6]=[CH:7][C:2]([F:1])=[CH:3][CH:4]=1)(=[O:10])=[O:9]. (9) Given the reactants [CH3:1][NH:2][CH:3]1[C:12]2[N:11]=[CH:10][CH:9]=[CH:8][C:7]=2[CH2:6][CH2:5][CH2:4]1.[Br:13][C:14]1[N:19]2[CH:20]=[C:21]([CH:23]=O)[N:22]=[C:18]2[CH:17]=[CH:16][CH:15]=1.C(O)(=O)C.C(O[BH-](OC(=O)C)OC(=O)C)(=O)C.[Na+], predict the reaction product. The product is: [Br:13][C:14]1[N:19]2[CH:20]=[C:21]([CH2:23][N:2]([CH3:1])[CH:3]3[C:12]4[N:11]=[CH:10][CH:9]=[CH:8][C:7]=4[CH2:6][CH2:5][CH2:4]3)[N:22]=[C:18]2[CH:17]=[CH:16][CH:15]=1.